Dataset: Reaction yield outcomes from USPTO patents with 853,638 reactions. Task: Predict the reaction yield, written as a fraction of the theoretical maximum amount of product (1.0 means a 100% yield; for example, 0.34 means a 34% yield). (1) The reactants are [CH3:1][C@H:2]1[CH2:7][O:6][CH2:5][CH2:4][N:3]1[C:8]1[N:12]2[CH:13]=[C:14]([O:17][C@H:18]3[C:27]4[C:22](=[CH:23][CH:24]=[CH:25][CH:26]=4)[C@@H:21]([NH2:28])[CH2:20][CH2:19]3)[CH:15]=[CH:16][C:11]2=[N:10][N:9]=1.ClC(Cl)(Cl)C[O:32][C:33](=O)[NH:34][C:35]1[N:36]([C:44]2[CH:49]=[CH:48][CH:47]=[C:46]([O:50][CH2:51][CH2:52][O:53][CH:54]3[CH2:59][CH2:58][CH2:57][CH2:56][O:55]3)[CH:45]=2)[N:37]=[C:38]([C:40]([CH3:43])([CH3:42])[CH3:41])[CH:39]=1.CCN(C(C)C)C(C)C. The catalyst is O1CCOCC1. The product is [C:40]([C:38]1[CH:39]=[C:35]([NH:34][C:33]([NH:28][C@@H:21]2[C:22]3[C:27](=[CH:26][CH:25]=[CH:24][CH:23]=3)[C@H:18]([O:17][C:14]3[CH:15]=[CH:16][C:11]4[N:12]([C:8]([N:3]5[CH2:4][CH2:5][O:6][CH2:7][C@@H:2]5[CH3:1])=[N:9][N:10]=4)[CH:13]=3)[CH2:19][CH2:20]2)=[O:32])[N:36]([C:44]2[CH:49]=[CH:48][CH:47]=[C:46]([O:50][CH2:51][CH2:52][O:53][CH:54]3[CH2:59][CH2:58][CH2:57][CH2:56][O:55]3)[CH:45]=2)[N:37]=1)([CH3:43])([CH3:41])[CH3:42]. The yield is 0.850. (2) The reactants are [OH-].[K+].[CH2:3]([O:5][C:6](=[O:14])[CH:7]([CH3:13])[C:8]([O:10]CC)=[O:9])C. The catalyst is CO. The product is [CH3:3][O:5][C:6](=[O:14])[CH:7]([CH3:13])[C:8]([OH:10])=[O:9]. The yield is 0.470. (3) The reactants are [CH2:1]([N:8]1[C:12]2[C:13](=[O:29])[N:14]([CH3:28])[C:15]([C:24](OC)=[O:25])=[C:16]([C:17]3[CH:22]=[CH:21][C:20]([Cl:23])=[CH:19][CH:18]=3)[C:11]=2[CH:10]=[CH:9]1)[C:2]1[CH:7]=[CH:6][CH:5]=[CH:4][CH:3]=1.[Li+].[BH4-].Cl. The catalyst is C1(C)C=CC=CC=1. The product is [CH2:1]([N:8]1[C:12]2[C:13](=[O:29])[N:14]([CH3:28])[C:15]([CH2:24][OH:25])=[C:16]([C:17]3[CH:22]=[CH:21][C:20]([Cl:23])=[CH:19][CH:18]=3)[C:11]=2[CH:10]=[CH:9]1)[C:2]1[CH:7]=[CH:6][CH:5]=[CH:4][CH:3]=1. The yield is 0.670.